From a dataset of Forward reaction prediction with 1.9M reactions from USPTO patents (1976-2016). Predict the product of the given reaction. (1) Given the reactants [O:1]=[C:2]1[CH2:7][CH2:6][CH:5]([C:8]([O:10][CH2:11][CH3:12])=[O:9])[CH2:4][CH2:3]1.[Li+].[CH3:14][Si]([N-][Si](C)(C)C)(C)C.IC.CC(=O)OCC, predict the reaction product. The product is: [CH3:14][CH:3]1[C:2](=[O:1])[CH2:7][CH2:6][CH:5]([C:8]([O:10][CH2:11][CH3:12])=[O:9])[CH2:4]1. (2) Given the reactants [CH2:1]([O:3][C:4]([C:6]1([C:9]2[CH:14]=[CH:13][C:12]([C:15]3[CH:20]=[CH:19][C:18]([C:21]4[O:25][N:24]=[C:23]([CH3:26])[C:22]=4[CH:27]([OH:31])[CH2:28][CH:29]=[CH2:30])=[CH:17][CH:16]=3)=[CH:11][CH:10]=2)[CH2:8][CH2:7]1)=[O:5])[CH3:2].I[C:33]1[CH:38]=[CH:37][CH:36]=[C:35]([C:39]([F:42])([F:41])[F:40])[CH:34]=1, predict the reaction product. The product is: [CH2:1]([O:3][C:4]([C:6]1([C:9]2[CH:10]=[CH:11][C:12]([C:15]3[CH:20]=[CH:19][C:18]([C:21]4[O:25][N:24]=[C:23]([CH3:26])[C:22]=4[CH:27]([OH:31])[CH2:28]/[CH:29]=[CH:30]/[C:33]4[CH:38]=[CH:37][CH:36]=[C:35]([C:39]([F:42])([F:41])[F:40])[CH:34]=4)=[CH:17][CH:16]=3)=[CH:13][CH:14]=2)[CH2:8][CH2:7]1)=[O:5])[CH3:2]. (3) The product is: [N:23]1([CH2:28][C:29]2[CH:30]=[C:31]([C:32](=[O:33])[CH2:13][C:12]([C:8]3[N:7]([CH2:6][O:5][CH2:4][CH2:3][Si:2]([CH3:15])([CH3:1])[CH3:16])[CH:11]=[CH:10][N:9]=3)=[O:14])[CH:35]=[C:36]([CH2:38][N:39]3[CH:43]=[CH:42][CH:41]=[N:40]3)[CH:37]=2)[CH:27]=[CH:26][CH:25]=[N:24]1. Given the reactants [CH3:1][Si:2]([CH3:16])([CH3:15])[CH2:3][CH2:4][O:5][CH2:6][N:7]1[CH:11]=[CH:10][N:9]=[C:8]1[C:12](=[O:14])[CH3:13].CC(C)([O-])C.[K+].[N:23]1([CH2:28][C:29]2[CH:30]=[C:31]([CH:35]=[C:36]([CH2:38][N:39]3[CH:43]=[CH:42][CH:41]=[N:40]3)[CH:37]=2)[C:32](Cl)=[O:33])[CH:27]=[CH:26][CH:25]=[N:24]1, predict the reaction product. (4) The product is: [CH2:32]([C:31]1[C:23]([O:22][CH2:15][C:16]2[CH:17]=[CH:18][CH:19]=[CH:20][CH:21]=2)=[C:24]2[C:28](=[C:29]([O:4][CH3:1])[CH:30]=1)[CH:9]1[CH2:27][CH2:26][CH:25]2[CH2:7][CH2:8]1)[CH:33]=[CH2:34]. Given the reactants [C:1](=[O:4])([O-])[O-].[K+].[K+].[CH2:7](Br)[C:8]1C=CC=C[CH:9]=1.[CH2:15]([O:22][C:23]1[C:24]2[CH2:25][CH2:26][CH2:27][C:28]=2[CH:29]=[CH:30][C:31]=1[CH2:32][CH:33]=[CH2:34])[C:16]1[CH:21]=[CH:20][CH:19]=[CH:18][CH:17]=1, predict the reaction product. (5) Given the reactants [Cl:1][C:2]1[CH:7]=[C:6]([S:8][C:9]2[CH:14]=[CH:13][C:12]([O:15][CH3:16])=[CH:11][CH:10]=2)[CH:5]=[C:4]([CH3:17])[C:3]=1[C:18]1[N:19]=[C:20]([NH2:23])[S:21][CH:22]=1.Cl.[C:25](Cl)(=[O:32])[C:26]1[CH:31]=[CH:30][N:29]=[CH:28][CH:27]=1, predict the reaction product. The product is: [Cl:1][C:2]1[CH:7]=[C:6]([S:8][C:9]2[CH:14]=[CH:13][C:12]([O:15][CH3:16])=[CH:11][CH:10]=2)[CH:5]=[C:4]([CH3:17])[C:3]=1[C:18]1[N:19]=[C:20]([NH:23][C:25](=[O:32])[C:26]2[CH:31]=[CH:30][N:29]=[CH:28][CH:27]=2)[S:21][CH:22]=1. (6) Given the reactants [OH:1][CH:2]1[CH2:5][C:4]([CH2:13][C:14]([O:16][CH2:17][CH3:18])=[O:15])([C:6]2[CH:11]=[CH:10][C:9]([OH:12])=[CH:8][CH:7]=2)[CH2:3]1.CCN(C(C)C)C(C)C, predict the reaction product. The product is: [OH:12][C:9]1[CH:8]=[CH:7][C:6]([C:4]2([CH2:13][C:14]([O:16][CH2:17][CH3:18])=[O:15])[CH2:3][C:2](=[O:1])[CH2:5]2)=[CH:11][CH:10]=1. (7) Given the reactants [C:1]([C:5]1[NH:9][C:8](=[O:10])[N:7]([C:11]2[CH:16]=[CH:15][C:14]([O:17][C:18]3[CH:23]=[CH:22][N:21]=[C:20]([C:24]4[CH:25]=[N:26][N:27]([CH2:29][CH2:30][O:31]C5CCCCO5)[CH:28]=4)[CH:19]=3)=[C:13]([CH3:38])[N:12]=2)[N:6]=1)([CH3:4])([CH3:3])[CH3:2].Cl.C([O-])(O)=O.[Na+], predict the reaction product. The product is: [C:1]([C:5]1[NH:9][C:8](=[O:10])[N:7]([C:11]2[CH:16]=[CH:15][C:14]([O:17][C:18]3[CH:23]=[CH:22][N:21]=[C:20]([C:24]4[CH:25]=[N:26][N:27]([CH2:29][CH2:30][OH:31])[CH:28]=4)[CH:19]=3)=[C:13]([CH3:38])[N:12]=2)[N:6]=1)([CH3:4])([CH3:3])[CH3:2]. (8) Given the reactants [C:1]1([C:7]([C:11]2[CH:16]=[CH:15][C:14]([C:17]([O:19][CH3:20])=[O:18])=[CH:13][CH:12]=2)(C)[CH:8]=[CH2:9])[CH:6]=[CH:5][CH:4]=[CH:3][CH:2]=1.[O:21]=O.CSC, predict the reaction product. The product is: [C:1]1([CH:7]([C:11]2[CH:16]=[CH:15][C:14]([C:17]([O:19][CH3:20])=[O:18])=[CH:13][CH:12]=2)[CH2:8][CH:9]=[O:21])[CH:6]=[CH:5][CH:4]=[CH:3][CH:2]=1. (9) Given the reactants [OH:1][C@H:2]([C@@H:20]([NH:28][C:29](=[O:48])[C@H:30]([CH2:44][C:45](=[O:47])[NH2:46])[NH:31][C:32]([C:34]1[CH:43]=[CH:42][C:41]2[C:36](=[CH:37][CH:38]=[CH:39][CH:40]=2)[N:35]=1)=[O:33])[CH2:21][C:22]1[CH:27]=[CH:26][CH:25]=[CH:24][CH:23]=1)[CH2:3][N:4]([CH2:13][CH:14]1[CH2:19][CH2:18][CH2:17][CH2:16][CH2:15]1)[NH:5]C(OC(C)(C)C)=O, predict the reaction product. The product is: [OH:1][C@H:2]([C@@H:20]([NH:28][C:29](=[O:48])[C@H:30]([CH2:44][C:45](=[O:47])[NH2:46])[NH:31][C:32]([C:34]1[CH:43]=[CH:42][C:41]2[C:36](=[CH:37][CH:38]=[CH:39][CH:40]=2)[N:35]=1)=[O:33])[CH2:21][C:22]1[CH:27]=[CH:26][CH:25]=[CH:24][CH:23]=1)[CH2:3][N:4]([CH2:13][CH:14]1[CH2:15][CH2:16][CH2:17][CH2:18][CH2:19]1)[NH2:5]. (10) Given the reactants [C:1]([NH:4][C:5]1[CH:14]=[CH:13][C:8]([S:9](Cl)(=[O:11])=[O:10])=[CH:7][CH:6]=1)(=[O:3])[CH3:2].Br.[Br:16][CH2:17][CH2:18][CH2:19][NH2:20].C(=O)([O-])O.[Na+], predict the reaction product. The product is: [C:1]([NH:4][C:5]1[CH:14]=[CH:13][C:8]([S:9]([NH:20][CH2:19][CH2:18][CH2:17][Br:16])(=[O:11])=[O:10])=[CH:7][CH:6]=1)(=[O:3])[CH3:2].